Dataset: Full USPTO retrosynthesis dataset with 1.9M reactions from patents (1976-2016). Task: Predict the reactants needed to synthesize the given product. (1) Given the product [C:1]([O:5][C:6](=[O:30])[NH:7][C:8]1[S:9][C:10]2[CH:16]=[C:15]([CH2:17][O:18][P:41]([O:43][CH2:44][CH3:45])([O:40][CH2:38][CH3:39])=[O:42])[C:14]([O:19][CH3:20])=[C:13]([C:21]3[CH:26]=[CH:25][CH:24]=[C:23]([N+:27]([O-:29])=[O:28])[CH:22]=3)[C:11]=2[N:12]=1)([CH3:4])([CH3:2])[CH3:3], predict the reactants needed to synthesize it. The reactants are: [C:1]([O:5][C:6](=[O:30])[NH:7][C:8]1[S:9][C:10]2[CH:16]=[C:15]([CH2:17][OH:18])[C:14]([O:19][CH3:20])=[C:13]([C:21]3[CH:26]=[CH:25][CH:24]=[C:23]([N+:27]([O-:29])=[O:28])[CH:22]=3)[C:11]=2[N:12]=1)([CH3:4])([CH3:3])[CH3:2].C(N(CC)CC)C.[CH2:38]([O:40][P:41](Cl)([O:43][CH2:44][CH3:45])=[O:42])[CH3:39]. (2) Given the product [CH3:17][O:18]/[N:19]=[C:7](\[C:3]1[O:4][CH2:5][CH2:6][O:1][N:2]=1)/[C:9]1[CH:14]=[CH:13][CH:12]=[CH:11][C:10]=1[OH:15], predict the reactants needed to synthesize it. The reactants are: [O:1]1[CH2:6][CH2:5][O:4][C:3]([C:7]([C:9]2[CH:14]=[CH:13][CH:12]=[CH:11][C:10]=2[OH:15])=O)=[N:2]1.Cl.[CH3:17][O:18][NH2:19].O.